From a dataset of NCI-60 drug combinations with 297,098 pairs across 59 cell lines. Regression. Given two drug SMILES strings and cell line genomic features, predict the synergy score measuring deviation from expected non-interaction effect. (1) Drug 1: CC1=C(C=C(C=C1)NC2=NC=CC(=N2)N(C)C3=CC4=NN(C(=C4C=C3)C)C)S(=O)(=O)N.Cl. Drug 2: C1=CN(C(=O)N=C1N)C2C(C(C(O2)CO)O)O.Cl. Cell line: KM12. Synergy scores: CSS=16.9, Synergy_ZIP=-0.856, Synergy_Bliss=0.273, Synergy_Loewe=-0.416, Synergy_HSA=0.775. (2) Cell line: HCT-15. Synergy scores: CSS=6.73, Synergy_ZIP=-4.02, Synergy_Bliss=-0.278, Synergy_Loewe=-29.5, Synergy_HSA=-5.63. Drug 2: CCC1=C2CN3C(=CC4=C(C3=O)COC(=O)C4(CC)O)C2=NC5=C1C=C(C=C5)O. Drug 1: CC12CCC3C(C1CCC2O)C(CC4=C3C=CC(=C4)O)CCCCCCCCCS(=O)CCCC(C(F)(F)F)(F)F. (3) Drug 1: CCCCCOC(=O)NC1=NC(=O)N(C=C1F)C2C(C(C(O2)C)O)O. Drug 2: CCN(CC)CCNC(=O)C1=C(NC(=C1C)C=C2C3=C(C=CC(=C3)F)NC2=O)C. Cell line: UACC62. Synergy scores: CSS=1.32, Synergy_ZIP=-0.161, Synergy_Bliss=-1.73, Synergy_Loewe=-4.51, Synergy_HSA=-2.24. (4) Drug 1: C1CCN(CC1)CCOC2=CC=C(C=C2)C(=O)C3=C(SC4=C3C=CC(=C4)O)C5=CC=C(C=C5)O. Drug 2: CN(C)N=NC1=C(NC=N1)C(=O)N. Cell line: UACC62. Synergy scores: CSS=0.143, Synergy_ZIP=-0.777, Synergy_Bliss=-1.99, Synergy_Loewe=-3.68, Synergy_HSA=-2.85.